Predict which catalyst facilitates the given reaction. From a dataset of Catalyst prediction with 721,799 reactions and 888 catalyst types from USPTO. Reactant: [CH2:1]([C:4]1[C:5]([OH:19])=[C:6]([C:16](=O)[CH3:17])[CH:7]=[CH:8][C:9]=1[N:10]1[CH2:15][CH2:14][CH2:13][CH2:12][CH2:11]1)[CH:2]=[CH2:3].C(O)C.Cl.[NH2:24]O.C([O-])(=O)C.[Na+]. Product: [CH2:1]([C:4]1[C:5]2[O:19][N:24]=[C:16]([CH3:17])[C:6]=2[CH:7]=[CH:8][C:9]=1[N:10]1[CH2:15][CH2:14][CH2:13][CH2:12][CH2:11]1)[CH:2]=[CH2:3]. The catalyst class is: 6.